From a dataset of Forward reaction prediction with 1.9M reactions from USPTO patents (1976-2016). Predict the product of the given reaction. (1) Given the reactants [CH:1]([N:14]1[CH2:17][C:16](OS(C)(=O)=O)([CH2:18][CH3:19])[CH2:15]1)([C:8]1[CH:13]=[CH:12][CH:11]=[CH:10][CH:9]=1)[C:2]1[CH:7]=[CH:6][CH:5]=[CH:4][CH:3]=1.[C-:25]#[N:26].[Na+], predict the reaction product. The product is: [CH:1]([N:14]1[CH2:17][C:16]([CH2:18][CH3:19])([C:25]#[N:26])[CH2:15]1)([C:8]1[CH:13]=[CH:12][CH:11]=[CH:10][CH:9]=1)[C:2]1[CH:7]=[CH:6][CH:5]=[CH:4][CH:3]=1. (2) Given the reactants [CH:1]1([C:4]#[C:5][CH2:6][NH2:7])[CH2:3][CH2:2]1.S=[C:9]1[CH2:13][S:12][C:11](=[O:14])[NH:10]1, predict the reaction product. The product is: [CH:1]1([C:4]#[C:5][CH2:6][NH:7][C:9]2[CH2:13][S:12][C:11](=[O:14])[N:10]=2)[CH2:3][CH2:2]1.